Dataset: Forward reaction prediction with 1.9M reactions from USPTO patents (1976-2016). Task: Predict the product of the given reaction. (1) The product is: [Br:1][C:2]1[CH:7]=[CH:6][C:5]2[C:8]3([CH2:18][O:19][C:4]=2[CH:3]=1)[C:16]1[C:11](=[CH:12][CH:13]=[CH:14][CH:15]=1)[N:10]([CH2:37][C@H:38]1[CH2:42][CH2:41][CH2:40][O:39]1)[C:9]3=[O:17]. Given the reactants [Br:1][C:2]1[CH:7]=[CH:6][C:5]2[C:8]3([CH2:18][O:19][C:4]=2[CH:3]=1)[C:16]1[C:11](=[CH:12][CH:13]=[CH:14][CH:15]=1)[NH:10][C:9]3=[O:17].C(=O)([O-])[O-].[Cs+].[Cs+].CC1C=CC(S(O[CH2:37][C@H:38]2[CH2:42][CH2:41][CH2:40][O:39]2)(=O)=O)=CC=1, predict the reaction product. (2) Given the reactants [CH3:1][C:2]1[O:6][C:5]([N:7]2[CH2:12][CH2:11][CH:10]([NH2:13])[CH2:9][CH2:8]2)=[N:4][N:3]=1.Cl[C:15]1[N:20]=[C:19]([C:21]([OH:24])([CH3:23])[CH3:22])[CH:18]=[C:17]([CH2:25][C:26]2[CH:31]=[CH:30][C:29]([Cl:32])=[CH:28][CH:27]=2)[N:16]=1.C(N(CC)C(C)C)(C)C, predict the reaction product. The product is: [Cl:32][C:29]1[CH:30]=[CH:31][C:26]([CH2:25][C:17]2[N:16]=[C:15]([NH:13][CH:10]3[CH2:9][CH2:8][N:7]([C:5]4[O:6][C:2]([CH3:1])=[N:3][N:4]=4)[CH2:12][CH2:11]3)[N:20]=[C:19]([C:21]([OH:24])([CH3:23])[CH3:22])[CH:18]=2)=[CH:27][CH:28]=1. (3) Given the reactants [O:1]=[C:2]1[C:6]([C:7]2[CH:8]=[N:9][CH:10]=[C:11]([CH:15]=2)[C:12]([OH:14])=O)=[CH:5][NH:4][N:3]1[C:16]1[CH:21]=[CH:20][CH:19]=[CH:18][N:17]=1.[CH:22]([N:25](CC)C(C)C)(C)C.F[P-](F)(F)(F)(F)F.N1(O[P+](N2CCCC2)(N2CCCC2)N2CCCC2)C2C=CC=CC=2N=N1.CN, predict the reaction product. The product is: [CH3:22][NH:25][C:12](=[O:14])[C:11]1[CH:15]=[C:7]([C:6]2[C:2](=[O:1])[N:3]([C:16]3[CH:21]=[CH:20][CH:19]=[CH:18][N:17]=3)[NH:4][CH:5]=2)[CH:8]=[N:9][CH:10]=1. (4) Given the reactants [Br:1][C:2]1[CH:7]=[CH:6][C:5]([N+:8]([O-])=O)=[CH:4][C:3]=1[O:11][CH3:12].C(O)(=O)C, predict the reaction product. The product is: [Br:1][C:2]1[CH:7]=[CH:6][C:5]([NH2:8])=[CH:4][C:3]=1[O:11][CH3:12].